Task: Predict the product of the given reaction.. Dataset: Forward reaction prediction with 1.9M reactions from USPTO patents (1976-2016) (1) The product is: [CH3:21][S:22]([O:13][C:10]1[CH:11]=[CH:12][C:3]2[N:2]([S:22]([CH3:21])(=[O:24])=[O:23])[CH2:8][CH2:7][CH2:6][CH2:5][C:4]=2[CH:9]=1)(=[O:24])=[O:23]. Given the reactants Br.[NH:2]1[CH2:8][CH2:7][CH2:6][CH2:5][C:4]2[CH:9]=[C:10]([OH:13])[CH:11]=[CH:12][C:3]1=2.CCN(CC)CC.[CH3:21][S:22](Cl)(=[O:24])=[O:23], predict the reaction product. (2) Given the reactants [NH2:1][C:2]1[S:6][C:5]2[CH2:7][CH2:8][CH2:9][CH2:10][CH2:11][C:4]=2[C:3]=1[C:12]([C:14]1[CH:19]=[CH:18][C:17]([Cl:20])=[C:16]([Cl:21])[CH:15]=1)=O.[CH:22]1([C:25](=[O:30])[CH2:26][C:27](=O)[CH3:28])[CH2:24][CH2:23]1, predict the reaction product. The product is: [CH:22]1([C:25]([C:26]2[C:27]([CH3:28])=[N:1][C:2]3[S:6][C:5]4[CH2:7][CH2:8][CH2:9][CH2:10][CH2:11][C:4]=4[C:3]=3[C:12]=2[C:14]2[CH:19]=[CH:18][C:17]([Cl:20])=[C:16]([Cl:21])[CH:15]=2)=[O:30])[CH2:24][CH2:23]1. (3) The product is: [N:45]1([C:43]([N:17]2[CH2:18][CH2:19][CH:14]([C:12]3[CH:11]=[CH:10][C:9]([NH:20][C:21]([C:23]4[NH:24][CH:25]=[C:26]([C:28]#[N:29])[CH:27]=4)=[O:22])=[C:8]([N:5]4[CH2:6][CH2:7][CH:2]([CH3:1])[CH2:3][CH2:4]4)[CH:13]=3)[CH2:15][CH2:16]2)=[O:44])[CH:49]=[CH:48][N:47]=[CH:46]1. Given the reactants [CH3:1][CH:2]1[CH2:7][CH2:6][N:5]([C:8]2[CH:13]=[C:12]([CH:14]3[CH2:19][CH2:18][NH:17][CH2:16][CH2:15]3)[CH:11]=[CH:10][C:9]=2[NH:20][C:21]([C:23]2[NH:24][CH:25]=[C:26]([C:28]#[N:29])[CH:27]=2)=[O:22])[CH2:4][CH2:3]1.FC(F)(F)C(O)=O.C([O-])([O-])=O.[Na+].[Na+].[C:43](N1C=CN=C1)([N:45]1[CH:49]=[CH:48][N:47]=[CH:46]1)=[O:44], predict the reaction product. (4) Given the reactants [CH3:1][C:2]1[C:7]([NH:8][C:9]([C:11]2[CH:12]=[CH:13][C:14]3[C@:20]4([CH2:26][C:27]5[CH:32]=[CH:31][CH:30]=[CH:29][CH:28]=5)[CH2:21][CH2:22][C:23](=[O:25])[CH2:24][C@@H:19]4[CH:18]([OH:33])[O:17][CH2:16][C:15]=3[CH:34]=2)=[O:10])=[CH:6][CH:5]=[CH:4][N:3]=1.C[N+]1([O-])CCOCC1, predict the reaction product. The product is: [CH2:26]([C@@:20]12[CH2:21][CH2:22][C:23](=[O:25])[CH2:24][C@@H:19]1[C:18](=[O:33])[O:17][CH2:16][C:15]1[CH:34]=[C:11]([C:9]([NH:8][C:7]3[C:2]([CH3:1])=[N:3][CH:4]=[CH:5][CH:6]=3)=[O:10])[CH:12]=[CH:13][C:14]2=1)[C:27]1[CH:28]=[CH:29][CH:30]=[CH:31][CH:32]=1. (5) Given the reactants [Br:1][CH2:2][C:3]([C:5]1[CH:10]=[CH:9][C:8]([OH:11])=[CH:7][C:6]=1[OH:12])=[O:4].[CH3:13][C:14]1[N:15]=[CH:16][S:17][C:18]=1[CH3:19].COC(C)(C)C, predict the reaction product. The product is: [Br-:1].[OH:12][C:6]1[CH:7]=[C:8]([OH:11])[CH:9]=[CH:10][C:5]=1[C:3](=[O:4])[CH2:2][N+:15]1[C:14]([CH3:13])=[C:18]([CH3:19])[S:17][CH:16]=1. (6) Given the reactants C([N:8]1[CH2:13][CH2:12][C@@H:11]([CH3:14])[C@@H:10]([N:15]([CH3:25])[C:16]2[C:17]3[CH:24]=[CH:23][NH:22][C:18]=3[N:19]=[CH:20][N:21]=2)[CH2:9]1)C1C=CC=CC=1.Cl, predict the reaction product. The product is: [CH3:25][N:15]([C@@H:10]1[C@H:11]([CH3:14])[CH2:12][CH2:13][NH:8][CH2:9]1)[C:16]1[C:17]2[CH:24]=[CH:23][NH:22][C:18]=2[N:19]=[CH:20][N:21]=1. (7) The product is: [CH2:7]([NH:8][CH2:9][CH3:10])[CH3:5].[CH3:32][C:29]1[N:28]=[CH:27][C:26]([C:24]([NH:23][C@@H:13]2[C:12](=[O:33])[N:11]3[CH2:34][C@H:35]([O:37][C:38]4[C:47]([C:48]5[S:49][C:50]6[CH:56]=[CH:55][CH:54]=[CH:53][C:51]=6[N:52]=5)=[N:46][C:45]5[C:40](=[CH:41][CH:42]=[CH:43][CH:44]=5)[N:39]=4)[CH2:36][C@H:10]3[C:9](=[O:57])[NH:8][C@:7]3([C:5]([OH:6])=[O:4])[CH2:22][C@H:21]3[CH:20]=[CH:19][CH2:18][CH2:17][CH2:16][CH2:15][CH2:14]2)=[O:25])=[CH:31][N:30]=1. Given the reactants Cl.C([O:4][C:5]([C@@:7]12[CH2:22][C@H:21]1[CH:20]=[CH:19][CH2:18][CH2:17][CH2:16][CH2:15][CH2:14][C@H:13]([NH:23][C:24]([C:26]1[CH:27]=[N:28][C:29]([CH3:32])=[N:30][CH:31]=1)=[O:25])[C:12](=[O:33])[N:11]1[CH2:34][C@H:35]([O:37][C:38]3[C:47]([C:48]4[S:49][C:50]5[CH:56]=[CH:55][CH:54]=[CH:53][C:51]=5[N:52]=4)=[N:46][C:45]4[C:40](=[CH:41][CH:42]=[CH:43][CH:44]=4)[N:39]=3)[CH2:36][C@H:10]1[C:9](=[O:57])[NH:8]2)=[O:6])C.O[Li].O.OP(O)(O)=O.[Na+].[Cl-].CC1CCCO1, predict the reaction product. (8) Given the reactants [CH:1]1([C:4]2[N:8]=[C:7]([C:9]3[C:10]4[CH2:20][CH2:19][C:18]([F:22])([F:21])[CH2:17][C:11]=4[S:12][C:13]=3[N:14]=[C:15]=[O:16])[O:6][N:5]=2)[CH2:3][CH2:2]1.[NH:23]1[CH2:30][CH2:29][CH2:28][C@@H:24]1[C:25]([OH:27])=[O:26], predict the reaction product. The product is: [CH:1]1([C:4]2[N:8]=[C:7]([C:9]3[C:10]4[CH2:20][CH2:19][C:18]([F:21])([F:22])[CH2:17][C:11]=4[S:12][C:13]=3[NH:14][C:15]([N:23]3[CH2:30][CH2:29][CH2:28][C@@H:24]3[C:25]([OH:27])=[O:26])=[O:16])[O:6][N:5]=2)[CH2:2][CH2:3]1.